Dataset: Reaction yield outcomes from USPTO patents with 853,638 reactions. Task: Predict the reaction yield, written as a fraction of the theoretical maximum amount of product (1.0 means a 100% yield; for example, 0.34 means a 34% yield). The reactants are [Cl:1][C:2]1[C:3]([O:9][C:10]2[CH:15]=[C:14]([O:16][CH:17]([CH3:19])[CH3:18])[CH:13]=[CH:12][C:11]=2[CH2:20][CH2:21][CH2:22][OH:23])=[N:4][CH:5]=[C:6]([Cl:8])[CH:7]=1.O[C:25]1[C:30]([O:31][CH3:32])=[CH:29][CH:28]=[CH:27][C:26]=1[CH2:33][C:34]([O:36]C)=[O:35].C(P(CCCC)CCCC)CCC.N(C(N1CCCCC1)=O)=NC(N1CCCCC1)=O.O1CCCC1CO.[OH-].[Na+].Cl. The catalyst is O1CCCC1. The product is [Cl:1][C:2]1[C:3]([O:9][C:10]2[CH:15]=[C:14]([O:16][CH:17]([CH3:18])[CH3:19])[CH:13]=[CH:12][C:11]=2[CH2:20][CH2:21][CH2:22][O:23][C:25]2[C:30]([O:31][CH3:32])=[CH:29][CH:28]=[CH:27][C:26]=2[CH2:33][C:34]([OH:36])=[O:35])=[N:4][CH:5]=[C:6]([Cl:8])[CH:7]=1. The yield is 0.840.